Dataset: Reaction yield outcomes from USPTO patents with 853,638 reactions. Task: Predict the reaction yield, written as a fraction of the theoretical maximum amount of product (1.0 means a 100% yield; for example, 0.34 means a 34% yield). (1) The reactants are OC(C)(C)CN1C=CC(NC(=O)[C@@H](N2CC(O[C:22]3[CH:27]=[CH:26][CH:25]=C[C:23]=3[Cl:28])=CC2=O)CC(C)C)=N1.Cl.[CH3:34][N:35](C)[CH2:36]CCN=C=NCC.O[N:46]1C2C=CC=CC=2N=N1.[CH:55]1([CH2:60][C@H:61]([N:71]2[CH2:75][C:74]([O:76][CH3:77])=[CH:73][C:72]2=[O:78])[C:62]([NH:64][C:65]2[S:66]C(F)=[CH:68][N:69]=2)=[O:63])[CH2:59]CC[CH2:56]1. The catalyst is ClCCl. The product is [CH3:34][N:35]([CH3:36])[C:68]1[N:69]=[C:65]([NH:64][C:62](=[O:63])[C@@H:61]([N:71]2[CH2:75][C:74]([O:76][C:77]3[CH:25]=[CH:26][CH:27]=[CH:22][C:23]=3[Cl:28])=[CH:73][C:72]2=[O:78])[CH2:60][CH:55]([CH3:56])[CH3:59])[S:66][N:46]=1. The yield is 0.360. (2) The reactants are [C:1]1([CH:7]([C:35]2[CH:40]=[CH:39][CH:38]=[CH:37][CH:36]=2)[N:8]2[C:16]3[C:11](=[CH:12][CH:13]=[CH:14][CH:15]=3)[C:10]3([C:20]4[CH:21]=[C:22](B5OC(C)(C)C(C)(C)O5)[CH:23]=[CH:24][C:19]=4[O:18][CH2:17]3)[C:9]2=[O:34])[CH:6]=[CH:5][CH:4]=[CH:3][CH:2]=1.[OH:41]O.[OH-].[Na+]. The catalyst is CO. The product is [C:35]1([CH:7]([C:1]2[CH:6]=[CH:5][CH:4]=[CH:3][CH:2]=2)[N:8]2[C:16]3[C:11](=[CH:12][CH:13]=[CH:14][CH:15]=3)[C:10]3([C:20]4[CH:21]=[C:22]([OH:41])[CH:23]=[CH:24][C:19]=4[O:18][CH2:17]3)[C:9]2=[O:34])[CH:36]=[CH:37][CH:38]=[CH:39][CH:40]=1. The yield is 0.900. (3) The reactants are [CH3:1][O:2][C:3](=[O:22])[C:4]([NH:11]C(OCC1C=CC=CC=1)=O)=[C:5]1[CH2:10][CH2:9][O:8][CH2:7][CH2:6]1.[H][H]. The catalyst is CO.[Pd]. The product is [NH2:11][CH:4]([CH:5]1[CH2:6][CH2:7][O:8][CH2:9][CH2:10]1)[C:3]([O:2][CH3:1])=[O:22]. The yield is 0.920. (4) The reactants are [Cl:1][C:2]1[CH:10]=[C:9]2[C:5]([C@H:6]([C:12]3[CH:17]=[CH:16][CH:15]=[CH:14][CH:13]=3)[CH2:7][C:8]2=[O:11])=[CH:4][CH:3]=1.[BH4-].[Na+]. The catalyst is C(O)C. The product is [Cl:1][C:2]1[CH:10]=[C:9]2[C:5]([C@H:6]([C:12]3[CH:13]=[CH:14][CH:15]=[CH:16][CH:17]=3)[CH2:7][C@@H:8]2[OH:11])=[CH:4][CH:3]=1. The yield is 0.900. (5) The reactants are Cl[C:2]1[C:11]2[CH2:10][N:9]([CH2:12][C:13]3[CH:18]=[CH:17][C:16]([O:19][CH3:20])=[CH:15][CH:14]=3)[C:8](=[O:21])[NH:7][C:6]=2[N:5]=[CH:4][CH:3]=1.[F:22][C:23]1[CH:28]=[C:27]([F:29])[CH:26]=[CH:25][C:24]=1B(O)O.COC1C=CC=C(OC)C=1C1C=CC=CC=1P(C1CCCCC1)C1CCCCC1.C([O-])([O-])=O.[K+].[K+]. The catalyst is O1CCOCC1.CC([O-])=O.CC([O-])=O.[Pd+2]. The product is [F:22][C:23]1[CH:28]=[C:27]([F:29])[CH:26]=[CH:25][C:24]=1[C:2]1[C:11]2[CH2:10][N:9]([CH2:12][C:13]3[CH:18]=[CH:17][C:16]([O:19][CH3:20])=[CH:15][CH:14]=3)[C:8](=[O:21])[NH:7][C:6]=2[N:5]=[CH:4][CH:3]=1. The yield is 0.0700.